Dataset: Forward reaction prediction with 1.9M reactions from USPTO patents (1976-2016). Task: Predict the product of the given reaction. (1) Given the reactants [CH3:1][CH:2]1[CH2:11][C:10]2[C:5](=[CH:6][CH:7]=[C:8]([O:12][CH3:13])[CH:9]=2)[C:4](=[O:14])[CH:3]1[C:15]1[CH:20]=[CH:19][CH:18]=[CH:17][CH:16]=1.C1(C)C=CC(S(O)(=O)=O)=CC=1.C(C1C(=O)C(Cl)=C(Cl)[C:36](=[O:37])[C:35]=1C#N)#N, predict the reaction product. The product is: [C:36]([O:14][C:4]1[C:5]2[C:10](=[CH:9][C:8]([O:12][CH3:13])=[CH:7][CH:6]=2)[CH:11]=[C:2]([CH3:1])[C:3]=1[C:15]1[CH:20]=[CH:19][CH:18]=[CH:17][CH:16]=1)(=[O:37])[CH3:35]. (2) Given the reactants [OH:1][CH:2]([C:7]1[C:8]([CH3:23])=[N:9][C:10]2[CH2:11][CH2:12][CH2:13][CH2:14][C:15]=2[C:16]=1[C:17]1[CH:22]=[CH:21][CH:20]=[CH:19][CH:18]=1)[C:3]([O:5][CH3:6])=[O:4].Cl(O)(=O)(=O)=O, predict the reaction product. The product is: [C:7]([O:1][CH:2]([C:7]1[C:8]([CH3:23])=[N:9][C:10]2[CH2:11][CH2:12][CH2:13][CH2:14][C:15]=2[C:16]=1[C:17]1[CH:18]=[CH:19][CH:20]=[CH:21][CH:22]=1)[C:3]([O:5][CH3:6])=[O:4])([CH3:8])([CH3:16])[CH3:2]. (3) Given the reactants [Cl:1][C:2]1[CH:3]=[C:4]2[C:8](=[CH:9][CH:10]=1)[N:7]([S:11]([C:14]1[CH:19]=[CH:18][CH:17]=[CH:16][CH:15]=1)(=[O:13])=[O:12])[C:6]([C:20]([O:22][CH2:23][CH3:24])=[O:21])=[C:5]2[S:25]([OH:28])(=O)=[O:26].C(Cl)(=O)C([Cl:32])=O.CN(C)C=O, predict the reaction product. The product is: [Cl:1][C:2]1[CH:3]=[C:4]2[C:8](=[CH:9][CH:10]=1)[N:7]([S:11]([C:14]1[CH:19]=[CH:18][CH:17]=[CH:16][CH:15]=1)(=[O:13])=[O:12])[C:6]([C:20]([O:22][CH2:23][CH3:24])=[O:21])=[C:5]2[S:25]([Cl:32])(=[O:28])=[O:26]. (4) Given the reactants [NH2:1][C:2]1[C:7]([C:8]([C:10]2[CH:15]=[C:14]([F:16])[CH:13]=[CH:12][C:11]=2[O:17][CH3:18])=[O:9])=[CH:6][N:5]=[C:4]([NH:19][CH:20]2[CH2:25][CH2:24][N:23]([S:26]([CH2:29][CH2:30][CH2:31]Cl)(=[O:28])=[O:27])[CH2:22][CH2:21]2)[N:3]=1.[I-].[K+].[NH3:35].C(N(C(C)C)CC)(C)C.[CH3:45][S:46](Cl)(=[O:48])=[O:47], predict the reaction product. The product is: [NH2:1][C:2]1[C:7]([C:8](=[O:9])[C:10]2[CH:15]=[C:14]([F:16])[CH:13]=[CH:12][C:11]=2[O:17][CH3:18])=[CH:6][N:5]=[C:4]([NH:19][CH:20]2[CH2:25][CH2:24][N:23]([S:26]([CH2:29][CH2:30][CH2:31][NH:35][S:46]([CH3:45])(=[O:48])=[O:47])(=[O:28])=[O:27])[CH2:22][CH2:21]2)[N:3]=1. (5) Given the reactants Cl[C:2]1[C:11]2[C:6](=[CH:7][CH:8]=[CH:9][CH:10]=2)[N:5]([CH2:12][C:13]2[CH:18]=[CH:17][CH:16]=[CH:15][CH:14]=2)[C:4](=[O:19])[C:3]=1[C:20]#[N:21].[OH:22][CH2:23][CH2:24][C:25]1[CH:30]=[CH:29][C:28]([NH:31][NH2:32])=[CH:27][CH:26]=1.C(N(CC)CC)C.[CH2:40]([OH:42])C, predict the reaction product. The product is: [NH2:21][C:20]1[N:31]([C:28]2[CH:29]=[CH:30][C:25]([CH2:24][CH2:23][OH:22])=[CH:26][CH:27]=2)[N:32]=[C:2]2[C:11]3[CH:10]=[CH:9][CH:8]=[CH:7][C:6]=3[N:5]([CH2:12][C:13]3[CH:18]=[CH:17][C:16]([O:42][CH3:40])=[CH:15][CH:14]=3)[C:4](=[O:19])[C:3]=12. (6) Given the reactants [Cl:1][C:2]1[CH:7]=[C:6]([OH:8])[CH:5]=[CH:4][N:3]=1.C([O-])([O-])=O.[K+].[K+].[F:15][C:16]1[CH:21]=[C:20]([N+:22]([O-:24])=[O:23])[C:19]([F:25])=[CH:18][C:17]=1F.CC(OC)(C)C, predict the reaction product. The product is: [Cl:1][C:2]1[CH:7]=[C:6]([O:8][C:17]2[CH:18]=[C:19]([F:25])[C:20]([N+:22]([O-:24])=[O:23])=[CH:21][C:16]=2[F:15])[CH:5]=[CH:4][N:3]=1. (7) Given the reactants [F:1][C@H:2]1[C@@H:7]([NH:8][C:9](=[O:15])[O:10][C:11]([CH3:14])([CH3:13])[CH3:12])[CH2:6][CH2:5][N:4]([CH2:16][CH2:17][OH:18])[CH2:3]1.[S:19](Cl)([CH3:22])(=[O:21])=[O:20].CS(OCCN1CCC(N=[N+]=[N-])C(O[Si](C(C)(C)C)(C)C)C1)(=O)=O.S([O-])(=O)(=O)C, predict the reaction product. The product is: [CH3:22][S:19]([O:18][CH2:17][CH2:16][N:4]1[CH2:5][CH2:6][C@H:7]([NH:8][C:9]([O:10][C:11]([CH3:13])([CH3:14])[CH3:12])=[O:15])[C@H:2]([F:1])[CH2:3]1)(=[O:21])=[O:20]. (8) Given the reactants [Cl:1][C:2]1[CH:8]=[CH:7][CH:6]=[CH:5][C:3]=1[NH2:4].[OH-].[Na+].[CH3:11][C:12]([CH3:17])([CH3:16])[C:13](Cl)=[O:14], predict the reaction product. The product is: [Cl:1][C:2]1[CH:8]=[CH:7][CH:6]=[CH:5][C:3]=1[NH:4][C:13](=[O:14])[C:12]([CH3:17])([CH3:16])[CH3:11]. (9) Given the reactants [CH:1]([O:4][C:5]([N:7]1[CH2:12][CH2:11][CH:10]([O:13][C:14]2[C:19]([CH3:20])=[C:18]([O:21][C:22]3[CH:27]=[CH:26][C:25]([CH2:28][C:29](O)=[O:30])=[CH:24][C:23]=3[F:32])[N:17]=[CH:16][N:15]=2)[CH2:9][CH2:8]1)=[O:6])([CH3:3])[CH3:2].[CH3:33][N:34](C(ON1N=NC2C=CC=NC1=2)=[N+](C)C)[CH3:35].F[P-](F)(F)(F)(F)F.CNC, predict the reaction product. The product is: [CH:1]([O:4][C:5]([N:7]1[CH2:12][CH2:11][CH:10]([O:13][C:14]2[C:19]([CH3:20])=[C:18]([O:21][C:22]3[CH:27]=[CH:26][C:25]([CH2:28][C:29](=[O:30])[N:34]([CH3:35])[CH3:33])=[CH:24][C:23]=3[F:32])[N:17]=[CH:16][N:15]=2)[CH2:9][CH2:8]1)=[O:6])([CH3:3])[CH3:2]. (10) Given the reactants Br[C:2]1[N:3]=[C:4]([O:7][C:8]2[CH:13]=[CH:12][C:11]([O:14][CH:15]([CH3:17])[CH3:16])=[CH:10][CH:9]=2)[S:5][CH:6]=1.[CH3:18][CH:19]([N:22]1[C:30](=[O:31])[C:29]2[C:24](=[CH:25][CH:26]=[CH:27][CH:28]=2)[C:23]1=[O:32])[C:20]#[CH:21].C(OCC)(=O)C, predict the reaction product. The product is: [CH:15]([O:14][C:11]1[CH:12]=[CH:13][C:8]([O:7][C:4]2[S:5][C:6]([C:21]#[C:20][CH:19]([N:22]3[C:30](=[O:31])[C:29]4[C:24](=[CH:25][CH:26]=[CH:27][CH:28]=4)[C:23]3=[O:32])[CH3:18])=[CH:2][N:3]=2)=[CH:9][CH:10]=1)([CH3:17])[CH3:16].